This data is from NCI-60 drug combinations with 297,098 pairs across 59 cell lines. The task is: Regression. Given two drug SMILES strings and cell line genomic features, predict the synergy score measuring deviation from expected non-interaction effect. (1) Drug 1: CCCCC(=O)OCC(=O)C1(CC(C2=C(C1)C(=C3C(=C2O)C(=O)C4=C(C3=O)C=CC=C4OC)O)OC5CC(C(C(O5)C)O)NC(=O)C(F)(F)F)O. Drug 2: C(CCl)NC(=O)N(CCCl)N=O. Cell line: HOP-92. Synergy scores: CSS=41.9, Synergy_ZIP=-0.836, Synergy_Bliss=-0.0976, Synergy_Loewe=-19.5, Synergy_HSA=-0.606. (2) Drug 2: C1=NC(=NC(=O)N1C2C(C(C(O2)CO)O)O)N. Synergy scores: CSS=-0.287, Synergy_ZIP=0.295, Synergy_Bliss=1.38, Synergy_Loewe=-1.40, Synergy_HSA=-2.22. Drug 1: C1CC(=O)NC(=O)C1N2CC3=C(C2=O)C=CC=C3N. Cell line: MDA-MB-435. (3) Drug 1: CC12CCC(CC1=CCC3C2CCC4(C3CC=C4C5=CN=CC=C5)C)O. Drug 2: C1=NNC2=C1C(=O)NC=N2. Cell line: UACC62. Synergy scores: CSS=5.83, Synergy_ZIP=3.82, Synergy_Bliss=1.15, Synergy_Loewe=-0.562, Synergy_HSA=0.904.